This data is from Forward reaction prediction with 1.9M reactions from USPTO patents (1976-2016). The task is: Predict the product of the given reaction. Given the reactants [F:1][C:2]1[CH:7]=[CH:6][C:5]([O:8][S:9]([CH3:12])(=[O:11])=[O:10])=[C:4]([CH:13]=[O:14])[CH:3]=1.[BH4-].[Na+], predict the reaction product. The product is: [F:1][C:2]1[CH:7]=[CH:6][C:5]([O:8][S:9]([CH3:12])(=[O:11])=[O:10])=[C:4]([CH2:13][OH:14])[CH:3]=1.